Dataset: Forward reaction prediction with 1.9M reactions from USPTO patents (1976-2016). Task: Predict the product of the given reaction. (1) Given the reactants [Br:1][C:2]1[N:7]=[C:6]([C:8]([O:10][CH3:11])=[O:9])[C:5]([OH:12])=[CH:4][CH:3]=1.[CH:13]1[CH:18]=[CH:17][C:16]([CH2:19]Br)=[CH:15][CH:14]=1.C([O-])([O-])=O.[K+].[K+].O, predict the reaction product. The product is: [CH2:19]([O:12][C:5]1[C:6]([C:8]([O:10][CH3:11])=[O:9])=[N:7][C:2]([Br:1])=[CH:3][CH:4]=1)[C:16]1[CH:17]=[CH:18][CH:13]=[CH:14][CH:15]=1. (2) Given the reactants [CH:1]12[CH2:7][CH:4]([CH2:5][CH2:6]1)[CH2:3][CH:2]2[NH:8][C:9]1[S:10][C:11]([CH2:22][CH2:23]OS(C)(=O)=O)([CH2:15][CH2:16]OS(C)(=O)=O)[C:12](=[O:14])[N:13]=1.[CH:29]1([NH2:34])[CH2:33][CH2:32][CH2:31][CH2:30]1.CO, predict the reaction product. The product is: [CH:1]12[CH2:7][CH:4]([CH2:5][CH2:6]1)[CH2:3][CH:2]2[NH:8][C:9]1[S:10][C:11]2([CH2:22][CH2:23][N:34]([CH:29]3[CH2:33][CH2:32][CH2:31][CH2:30]3)[CH2:16][CH2:15]2)[C:12](=[O:14])[N:13]=1.